From a dataset of Full USPTO retrosynthesis dataset with 1.9M reactions from patents (1976-2016). Predict the reactants needed to synthesize the given product. Given the product [C:18]([CH:17]([NH:16][C:18]([CH:17]([NH:16][C:2]1[C:11]([C:12]([OH:14])=[O:13])=[CH:10][C:9]2[C:4](=[CH:5][CH:6]=[C:7]([Cl:15])[CH:8]=2)[N:3]=1)[CH2:21][C:22]1[CH:23]=[CH:24][CH:25]=[CH:26][CH:27]=1)=[O:19])[CH2:21][C:22]1[CH:27]=[CH:26][CH:25]=[CH:24][CH:23]=1)(=[O:19])[NH2:20], predict the reactants needed to synthesize it. The reactants are: Cl[C:2]1[C:11]([C:12]([OH:14])=[O:13])=[CH:10][C:9]2[C:4](=[CH:5][CH:6]=[C:7]([Cl:15])[CH:8]=2)[N:3]=1.[NH2:16][CH:17]([CH2:21][C:22]1[CH:27]=[CH:26][CH:25]=[CH:24][CH:23]=1)[C:18]([NH2:20])=[O:19].